From a dataset of Reaction yield outcomes from USPTO patents with 853,638 reactions. Predict the reaction yield, written as a fraction of the theoretical maximum amount of product (1.0 means a 100% yield; for example, 0.34 means a 34% yield). (1) The yield is 0.940. The reactants are [OH:1][C:2]1[CH:10]=[CH:9][C:5]([CH2:6][CH2:7][Cl:8])=[CH:4][CH:3]=1.[C:11](Cl)(=[O:15])[CH2:12][CH2:13][CH3:14].N1C=CC=CC=1. The product is [Cl:8][CH2:7][CH2:6][C:5]1[CH:9]=[CH:10][C:2]([O:1][C:11](=[O:15])[CH2:12][CH2:13][CH3:14])=[CH:3][CH:4]=1. The catalyst is ClCCl. (2) The reactants are [CH:1]1([CH2:4][O:5][C:6]2[CH:7]=[C:8]([CH:13]=[C:14]([NH:16][S:17]([CH3:20])(=[O:19])=[O:18])[CH:15]=2)[C:9]([O:11][CH3:12])=[O:10])[CH2:3][CH2:2]1.Cl[CH2:22][CH2:23][N:24]1[CH2:29][CH2:28][O:27][CH2:26][CH2:25]1.C([O-])([O-])=O.[K+].[K+]. The catalyst is CN(C=O)C.O. The product is [CH:1]1([CH2:4][O:5][C:6]2[CH:7]=[C:8]([CH:13]=[C:14]([N:16]([CH2:22][CH2:23][N:24]3[CH2:29][CH2:28][O:27][CH2:26][CH2:25]3)[S:17]([CH3:20])(=[O:19])=[O:18])[CH:15]=2)[C:9]([O:11][CH3:12])=[O:10])[CH2:2][CH2:3]1. The yield is 0.730. (3) The reactants are Cl[C:2]1[N:3]=[CH:4][C:5]2[C:6]3[N:20]([CH:21]4[CH2:26][CH2:25][CH2:24][CH2:23][O:22]4)[N:19]=[CH:18][C:7]=3[C:8](=[O:17])[N:9]([CH2:12][C:13]([F:16])([F:15])[F:14])[C:10]=2[CH:11]=1.[F:27][C:28]1[C:33](B(O)O)=[CH:32][CH:31]=[CH:30][N:29]=1.C(=O)([O-])[O-].[Cs+].[Cs+].O1CCOCC1. The catalyst is C1C=CC([P]([Pd]([P](C2C=CC=CC=2)(C2C=CC=CC=2)C2C=CC=CC=2)([P](C2C=CC=CC=2)(C2C=CC=CC=2)C2C=CC=CC=2)[P](C2C=CC=CC=2)(C2C=CC=CC=2)C2C=CC=CC=2)(C2C=CC=CC=2)C2C=CC=CC=2)=CC=1.O. The product is [F:27][C:28]1[C:33]([C:2]2[N:3]=[CH:4][C:5]3[C:6]4[N:20]([CH:21]5[CH2:26][CH2:25][CH2:24][CH2:23][O:22]5)[N:19]=[CH:18][C:7]=4[C:8](=[O:17])[N:9]([CH2:12][C:13]([F:14])([F:16])[F:15])[C:10]=3[CH:11]=2)=[CH:32][CH:31]=[CH:30][N:29]=1. The yield is 0.750. (4) The reactants are [NH2:1][C:2]1[CH:14]=[CH:13][C:5]2[C:6](=[O:12])[N:7]([CH3:11])[CH2:8][CH2:9][CH2:10][C:4]=2[CH:3]=1.Cl[C:16]1[N:21]=[C:20]([NH:22][C@@H:23]2[CH2:28][CH2:27][CH2:26][N:25]([C:29](=[O:32])[CH:30]=[CH2:31])[CH2:24]2)[C:19]([F:33])=[CH:18][N:17]=1.CN(C1C(C2C(P(C3CCCCC3)C3CCCCC3)=CC=CC=2)=CC=CC=1)C.C([O-])([O-])=O.[Na+].[Na+]. The catalyst is C(O)(CC)(C)C.C1C=CC(/C=C/C(/C=C/C2C=CC=CC=2)=O)=CC=1.C1C=CC(/C=C/C(/C=C/C2C=CC=CC=2)=O)=CC=1.[Pd]. The product is [C:29]([N:25]1[CH2:26][CH2:27][CH2:28][C@@H:23]([NH:22][C:20]2[C:19]([F:33])=[CH:18][N:17]=[C:16]([NH:1][C:2]3[CH:14]=[CH:13][C:5]4[C:6](=[O:12])[N:7]([CH3:11])[CH2:8][CH2:9][CH2:10][C:4]=4[CH:3]=3)[N:21]=2)[CH2:24]1)(=[O:32])[CH:30]=[CH2:31]. The yield is 0.130. (5) The reactants are [CH:1]1([NH:4][C:5](=[O:23])[C:6]2[CH:11]=[CH:10][C:9]([C:12]3[N:16]4[CH:17]=[C:18]([Cl:22])[CH:19]=[C:20](Cl)[C:15]4=[N:14][CH:13]=3)=[CH:8][CH:7]=2)[CH2:3][CH2:2]1.[CH3:24][CH:25]([CH3:28])[CH2:26][NH2:27].C1(C2C3C(=CC=CC=3)C=CC=2P(C2C=CC=CC=2)C2C=CC=CC=2)C2C(=CC=CC=2)C=CC=1P(C1C=CC=CC=1)C1C=CC=CC=1. The catalyst is CN1C(=O)CCC1.C1(/C=C/C(=O)/C=C/C2C=CC=CC=2)C=CC=CC=1.[Pd]. The product is [Cl:22][C:18]1[CH:19]=[C:20]([NH:27][CH2:26][CH:25]([CH3:28])[CH3:24])[C:15]2[N:16]([C:12]([C:9]3[CH:8]=[CH:7][C:6]([C:5]([NH:4][CH:1]4[CH2:3][CH2:2]4)=[O:23])=[CH:11][CH:10]=3)=[CH:13][N:14]=2)[CH:17]=1. The yield is 0.197. (6) The reactants are [C:1]([C:5]1[CH:6]=[C:7]([CH:10]=[C:11]([C:14]([CH3:17])([CH3:16])[CH3:15])[C:12]=1[OH:13])[CH:8]=O)([CH3:4])([CH3:3])[CH3:2].C([O-])=O.[NH4+].[CH:22]([NH2:24])=[O:23]. The catalyst is O. The product is [CH:22]([NH:24][CH2:8][C:7]1[CH:6]=[C:5]([C:1]([CH3:4])([CH3:3])[CH3:2])[C:12]([OH:13])=[C:11]([C:14]([CH3:17])([CH3:16])[CH3:15])[CH:10]=1)=[O:23]. The yield is 0.760. (7) The reactants are [CH2:1]([N:8]1[N:12]=[N:11][C:10]([C:13]([CH3:20])([CH3:19])[C:14](OCC)=[O:15])=[N:9]1)[C:2]1[CH:7]=[CH:6][CH:5]=[CH:4][CH:3]=1.CC(C[AlH]CC(C)C)C.Cl.[NH4+].[Cl-]. The catalyst is ClCCl. The product is [CH2:1]([N:8]1[N:12]=[N:11][C:10]([C:13]([CH3:20])([CH3:19])[CH:14]=[O:15])=[N:9]1)[C:2]1[CH:3]=[CH:4][CH:5]=[CH:6][CH:7]=1. The yield is 0.670.